From a dataset of Full USPTO retrosynthesis dataset with 1.9M reactions from patents (1976-2016). Predict the reactants needed to synthesize the given product. (1) Given the product [Si:1]([O:8][CH2:9][C:10]1[CH:15]=[C:14]([C:16]([O:18][CH3:19])=[O:17])[CH:13]=[C:12]([CH2:20][NH:42][CH2:41][C:31]2[N:30]([CH2:29][C:26]3[CH:25]=[CH:24][C:23]([F:22])=[CH:28][CH:27]=3)[C:34]([CH2:35][C:36]3[S:37][CH:38]=[CH:39][CH:40]=3)=[N:33][N:32]=2)[N:11]=1)([C:4]([CH3:5])([CH3:6])[CH3:7])([CH3:2])[CH3:3], predict the reactants needed to synthesize it. The reactants are: [Si:1]([O:8][CH2:9][C:10]1[CH:15]=[C:14]([C:16]([O:18][CH3:19])=[O:17])[CH:13]=[C:12]([CH:20]=O)[N:11]=1)([C:4]([CH3:7])([CH3:6])[CH3:5])([CH3:3])[CH3:2].[F:22][C:23]1[CH:28]=[CH:27][C:26]([CH2:29][N:30]2[C:34]([CH2:35][C:36]3[S:37][CH:38]=[CH:39][CH:40]=3)=[N:33][N:32]=[C:31]2[CH2:41][NH2:42])=[CH:25][CH:24]=1. (2) The reactants are: [CH2:1]([CH:5]1[CH2:7][O:6]1)CC=C.[CH3:8][C:9](=[CH:11][CH3:12])[CH3:10]. Given the product [CH3:8][C:9]([CH3:10])=[CH:11][CH2:12][CH2:1][CH:5]1[CH2:7][O:6]1, predict the reactants needed to synthesize it. (3) Given the product [F:20][C:21]1[CH:26]=[C:25]([C:2]2[N:7]=[C:6]([N:8]3[CH2:13][CH2:12][O:11][CH2:10][CH2:9]3)[N:5]=[C:4]([N:14]3[CH2:19][CH2:18][O:17][CH2:16][CH2:15]3)[N:3]=2)[CH:24]=[N:23][CH:22]=1, predict the reactants needed to synthesize it. The reactants are: Cl[C:2]1[N:7]=[C:6]([N:8]2[CH2:13][CH2:12][O:11][CH2:10][CH2:9]2)[N:5]=[C:4]([N:14]2[CH2:19][CH2:18][O:17][CH2:16][CH2:15]2)[N:3]=1.[F:20][C:21]1[CH:22]=[N:23][CH:24]=[C:25](B2OC(C)(C)C(C)(C)O2)[CH:26]=1. (4) Given the product [Br:1][C:2]1[CH:6]=[CH:5][O:4][C:3]=1[CH:7]1[O:11][CH2:10][CH2:9][O:8]1, predict the reactants needed to synthesize it. The reactants are: [Br:1][C:2]1[CH:6]=[CH:5][O:4][C:3]=1[CH:7]=[O:8].[CH2:9](O)[CH2:10][OH:11].C([O-])(O)=O.[Na+]. (5) Given the product [Br:1][C:2]1[CH:3]=[CH:4][C:5]([O:10][C:11]2[CH:12]=[CH:13][C:14]([CH2:17][CH2:18][CH2:19][O:20][Si:21]([C:24]([CH3:26])([CH3:27])[CH3:25])([CH3:23])[CH3:22])=[CH:15][CH:16]=2)=[C:6]([CH:52]=[N:49][C:47]([O:56][Si:29]([CH3:36])([CH3:35])[CH3:28])=[CH2:48])[CH:9]=1, predict the reactants needed to synthesize it. The reactants are: [Br:1][C:2]1[CH:3]=[CH:4][C:5]([O:10][C:11]2[CH:16]=[CH:15][C:14]([CH2:17][CH2:18][CH2:19][O:20][Si:21]([C:24]([CH3:27])([CH3:26])[CH3:25])([CH3:23])[CH3:22])=[CH:13][CH:12]=2)=[C:6]([CH:9]=1)C=O.[CH3:28][Si:29]([CH3:36])([CH3:35])N[Si:29]([CH3:36])([CH3:35])[CH3:28].C([Li])CCC.C[Si](Cl)(C)C.[CH2:47]([N:49]([CH2:52]C)CC)[CH3:48].C(Cl)(=[O:56])C. (6) The reactants are: Cl.[C:2]1([C@@H:14]2[CH2:19][CH2:18][CH2:17][C@H:16]([NH2:20])[CH2:15]2)[N:6]2[C:7]3[CH:13]=[CH:12][NH:11][C:8]=3[N:9]=[CH:10][C:5]2=[N:4][N:3]=1.C1N=CN([C:26]([N:28]2[CH:32]=N[CH:30]=[CH:29]2)=[O:27])C=1.N1CCC[CH2:34]1. Given the product [C:2]1([C@@H:14]2[CH2:19][CH2:18][CH2:17][C@H:16]([NH:20][C:26]([N:28]3[CH2:29][CH2:30][CH2:34][CH2:32]3)=[O:27])[CH2:15]2)[N:6]2[C:7]3[CH:13]=[CH:12][NH:11][C:8]=3[N:9]=[CH:10][C:5]2=[N:4][N:3]=1, predict the reactants needed to synthesize it.